From a dataset of Catalyst prediction with 721,799 reactions and 888 catalyst types from USPTO. Predict which catalyst facilitates the given reaction. (1) Reactant: [F:1][C:2]1[CH:7]=[C:6]([F:8])[C:5]([F:9])=[C:4]([CH2:10][C@H:11](S(C)(=O)=O)[CH3:12])[C:3]=1[F:17].[N-:18]=[N+:19]=[N-:20].[Na+].O. Product: [N:18]([C@@H:11]([CH3:12])[CH2:10][C:4]1[C:5]([F:9])=[C:6]([F:8])[CH:7]=[C:2]([F:1])[C:3]=1[F:17])=[N+:19]=[N-:20]. The catalyst class is: 3. (2) Reactant: [NH2:1][C:2]1[CH:3]=[C:4]([N:14]([CH3:23])[C:15](=[O:22])[C:16]2[CH:21]=[CH:20][CH:19]=[CH:18][CH:17]=2)[CH:5]=[CH:6][C:7]=1[NH:8][CH2:9][CH2:10][C:11](=[O:13])[NH2:12].[N:24]#[C:25]Br. Product: [NH2:24][C:25]1[N:8]([CH2:9][CH2:10][C:11](=[O:13])[NH2:12])[C:7]2[CH:6]=[CH:5][C:4]([N:14]([CH3:23])[C:15](=[O:22])[C:16]3[CH:17]=[CH:18][CH:19]=[CH:20][CH:21]=3)=[CH:3][C:2]=2[N:1]=1. The catalyst class is: 8.